This data is from Acute oral toxicity (LD50) regression data from Zhu et al.. The task is: Regression/Classification. Given a drug SMILES string, predict its toxicity properties. Task type varies by dataset: regression for continuous values (e.g., LD50, hERG inhibition percentage) or binary classification for toxic/non-toxic outcomes (e.g., AMES mutagenicity, cardiotoxicity, hepatotoxicity). Dataset: ld50_zhu. (1) The drug is CC1(NC(N)=O)CCCC1. The rat oral LD50 is 2.07, given as -log10 of the dose in mol/kg body weight (higher means more acutely toxic). (2) The molecule is O=C1CCc2cc(C(=O)CCCN3CC=C(c4ccccc4)CC3)ccc2N1. The rat oral LD50 is 2.87, given as -log10 of the dose in mol/kg body weight (higher means more acutely toxic). (3) The compound is CC(Oc1ccc(Oc2ccc(Cl)cc2)cc1)C(=O)O. The rat oral LD50 is 2.39, given as -log10 of the dose in mol/kg body weight (higher means more acutely toxic). (4) The molecule is CC1CNCCN1. The rat oral LD50 is 1.69, given as -log10 of the dose in mol/kg body weight (higher means more acutely toxic).